From a dataset of Forward reaction prediction with 1.9M reactions from USPTO patents (1976-2016). Predict the product of the given reaction. (1) Given the reactants [CH2:1]([O:8][C:9]1[CH:10]=[C:11]([C:15]2[CH:24]=[CH:23][C:18]([C:19](OC)=[O:20])=[CH:17][CH:16]=2)[CH:12]=[CH:13][CH:14]=1)[C:2]1[CH:7]=[CH:6][CH:5]=[CH:4][CH:3]=1.[H-].[Al+3].[Li+].[H-].[H-].[H-].C(OCC)(=O)C.Cl, predict the reaction product. The product is: [CH2:1]([O:8][C:9]1[CH:10]=[C:11]([C:15]2[CH:16]=[CH:17][C:18]([CH2:19][OH:20])=[CH:23][CH:24]=2)[CH:12]=[CH:13][CH:14]=1)[C:2]1[CH:3]=[CH:4][CH:5]=[CH:6][CH:7]=1. (2) Given the reactants Cl.O1CCOCC1.[OH:8][CH2:9][C:10]#[C:11][C:12]1[N:13]=[C:14]([C:33]2[O:34][C:35]([C:38]3[CH:43]=[CH:42][CH:41]=[CH:40][CH:39]=3)=[N:36][N:37]=2)[C:15]([N:18](C(OC(C)(C)C)=O)C(=O)OC(C)(C)C)=[N:16][CH:17]=1, predict the reaction product. The product is: [NH2:18][C:15]1[N:16]=[CH:17][C:12]([C:11]#[C:10][CH2:9][OH:8])=[N:13][C:14]=1[C:33]1[O:34][C:35]([C:38]2[CH:43]=[CH:42][CH:41]=[CH:40][CH:39]=2)=[N:36][N:37]=1. (3) Given the reactants Cl[CH2:2][CH2:3][N:4]1[C:12]2[C:7](=[CH:8][C:9]([O:13][CH3:14])=[CH:10][CH:11]=2)[CH:6]=[C:5]1[CH:15]1[S:20][CH2:19][CH2:18][CH2:17][S:16]1.[I-].[K+].[Li]CCCC.[Cl-].[Na+], predict the reaction product. The product is: [CH3:14][O:13][C:9]1[CH:10]=[CH:11][C:12]2[N:4]3[CH2:3][CH2:2][C:15]4([S:20][CH2:19][CH2:18][CH2:17][S:16]4)[C:5]3=[CH:6][C:7]=2[CH:8]=1. (4) The product is: [CH3:1][O:2][CH:3]([O:8][CH3:9])[CH2:4][CH2:5][CH2:6][NH:7][C:10](=[O:11])[NH:17][O:39][CH2:32][C:33]1[CH:38]=[CH:37][CH:36]=[CH:35][CH:34]=1. Given the reactants [CH3:1][O:2][CH:3]([O:8][CH3:9])[CH2:4][CH2:5][CH2:6][NH2:7].[C:10]([N:17]1C=CN=C1)(N1C=CN=C1)=[O:11].CCN(C(C)C)C(C)C.Cl.[CH2:32]([O:39]N)[C:33]1[CH:38]=[CH:37][CH:36]=[CH:35][CH:34]=1, predict the reaction product. (5) Given the reactants [Br:1][C:2]1[C:3]([C:17]([O:19]C)=[O:18])=[N:4][C:5]([Cl:16])=[CH:6][C:7]=1[N:8]([CH3:15])[CH:9]1[CH2:14][CH2:13][O:12][CH2:11][CH2:10]1.[OH-].[Na+], predict the reaction product. The product is: [Br:1][C:2]1[C:3]([C:17]([OH:19])=[O:18])=[N:4][C:5]([Cl:16])=[CH:6][C:7]=1[N:8]([CH3:15])[CH:9]1[CH2:10][CH2:11][O:12][CH2:13][CH2:14]1. (6) Given the reactants [OH-].[K+].[CH2:3]([O:10][CH2:11][CH:12]1[CH2:17][CH2:16][CH:15]([C:18](=[O:26])[CH2:19][CH2:20][C:21]([O:23]CC)=[O:22])[CH2:14][CH2:13]1)[C:4]1[CH:9]=[CH:8][CH:7]=[CH:6][CH:5]=1.Cl, predict the reaction product. The product is: [CH2:3]([O:10][CH2:11][CH:12]1[CH2:13][CH2:14][CH:15]([C:18](=[O:26])[CH2:19][CH2:20][C:21]([OH:23])=[O:22])[CH2:16][CH2:17]1)[C:4]1[CH:9]=[CH:8][CH:7]=[CH:6][CH:5]=1. (7) The product is: [CH:5]1[N:6]=[CH:7][N:8]2[CH2:13][CH2:12][O:11][CH:10]([C:14]3[CH:15]=[CH:16][C:17]([C:18]([N:25]([O:26][CH3:27])[CH3:24])=[O:20])=[CH:21][CH:22]=3)[C:9]=12. Given the reactants S(Cl)(Cl)=O.[CH:5]1[N:6]=[CH:7][N:8]2[CH2:13][CH2:12][O:11][CH:10]([C:14]3[CH:22]=[CH:21][C:17]([C:18]([OH:20])=O)=[CH:16][CH:15]=3)[C:9]=12.Cl.[CH3:24][NH:25][O:26][CH3:27].C(N(C(C)C)CC)(C)C, predict the reaction product. (8) Given the reactants [C:1]([C:4]1(C(OC)=O)[CH2:9][CH2:8][O:7][CH2:6][CH2:5]1)(=[O:3])[CH3:2].C(O)(C)C.S(=O)(=O)(O)O.C(=O)(O)[O-].[Na+], predict the reaction product. The product is: [O:7]1[CH2:8][CH2:9][CH:4]([C:1](=[O:3])[CH3:2])[CH2:5][CH2:6]1. (9) Given the reactants C([O:4][CH2:5][C:6]1[C:11]([C:12]2[CH:17]=[CH:16][N:15]=[C:14]([NH2:18])[C:13]=2[NH2:19])=[CH:10][CH:9]=[CH:8][C:7]=1[N:20]1[C:26](=[O:27])[C:25]2[C:28]([F:35])=[CH:29][C:30]([CH:32]3[CH2:34][CH2:33]3)=[CH:31][C:24]=2[O:23][CH2:22][CH2:21]1)(=O)C.[N:36]1[CH:41]=[CH:40][CH:39]=[C:38]([CH:42]=O)[CH:37]=1.[Li+].[OH-].ClC1C=C(F)C(C(OC)=O)=C(F)C=1, predict the reaction product. The product is: [CH:32]1([C:30]2[CH:29]=[C:28]([F:35])[C:25]3[C:26](=[O:27])[N:20]([C:7]4[CH:8]=[CH:9][CH:10]=[C:11]([C:12]5[CH:17]=[CH:16][N:15]=[C:14]6[NH:18][C:42]([C:38]7[CH:37]=[N:36][CH:41]=[CH:40][CH:39]=7)=[N:19][C:13]=56)[C:6]=4[CH2:5][OH:4])[CH2:21][CH2:22][O:23][C:24]=3[CH:31]=2)[CH2:33][CH2:34]1. (10) The product is: [Cl:6][C:7]1[CH:8]=[C:9]([NH:14][C:15]([N:17]2[CH2:18][CH2:19][N:20]([C:23]([C@H:25]3[CH2:30][N:29]([CH2:31][CH3:32])[CH2:28][CH2:27][N:26]3[S:2]([CH3:1])(=[O:4])=[O:3])=[O:24])[CH2:21][CH2:22]2)=[O:16])[CH:10]=[CH:11][C:12]=1[Cl:13]. Given the reactants [CH3:1][S:2](Cl)(=[O:4])=[O:3].[Cl:6][C:7]1[CH:8]=[C:9]([NH:14][C:15]([N:17]2[CH2:22][CH2:21][N:20]([C:23]([C@H:25]3[CH2:30][N:29]([CH2:31][CH3:32])[CH2:28][CH2:27][NH:26]3)=[O:24])[CH2:19][CH2:18]2)=[O:16])[CH:10]=[CH:11][C:12]=1[Cl:13], predict the reaction product.